This data is from TCR-epitope binding with 47,182 pairs between 192 epitopes and 23,139 TCRs. The task is: Binary Classification. Given a T-cell receptor sequence (or CDR3 region) and an epitope sequence, predict whether binding occurs between them. (1) The epitope is FLYNLLTRV. The TCR CDR3 sequence is CASSGRGIAYNSPLHF. Result: 0 (the TCR does not bind to the epitope). (2) The epitope is FVDGVPFVV. The TCR CDR3 sequence is CASSQTSSYNEQFF. Result: 0 (the TCR does not bind to the epitope). (3) The epitope is TLIGDCATV. The TCR CDR3 sequence is CSASDGLGEQYF. Result: 1 (the TCR binds to the epitope). (4) The epitope is ITEEVGHTDLMAAY. The TCR CDR3 sequence is CASKQDRMTYEQYF. Result: 0 (the TCR does not bind to the epitope). (5) The epitope is LLWNGPMAV. The TCR CDR3 sequence is CASSTGQGRDEQYF. Result: 0 (the TCR does not bind to the epitope).